This data is from Catalyst prediction with 721,799 reactions and 888 catalyst types from USPTO. The task is: Predict which catalyst facilitates the given reaction. (1) Reactant: C[C:2]1([CH3:11])[C:6]([CH3:8])([CH3:7])OB(C=C)O1.BrC1C=[C:15]2[S:21][C:20]([C:22]([O:24][CH3:25])=[O:23])=[C:19]([NH:26][C:27]([O:29][C:30]([CH3:33])([CH3:32])[CH3:31])=[O:28])[C:16]2=[N:17]C=1.CCN(C(C)C)C(C)C. Product: [C:30]([O:29][C:27]([NH:26][C:19]1[C:16]2=[N:17][CH:8]=[C:6]([CH:2]=[CH2:11])[CH:7]=[C:15]2[S:21][C:20]=1[C:22]([O:24][CH3:25])=[O:23])=[O:28])([CH3:33])([CH3:32])[CH3:31]. The catalyst class is: 760. (2) Reactant: [NH2:1][C:2]1[CH:10]=[CH:9][C:8]([Br:11])=[CH:7][C:3]=1[C:4]([OH:6])=[O:5].[N:12]([O-])=O.[Na+].[ClH:16]. Product: [ClH:16].[Br:11][C:8]1[CH:9]=[CH:10][C:2]([NH:1][NH2:12])=[C:3]([CH:7]=1)[C:4]([OH:6])=[O:5]. The catalyst class is: 6. (3) Reactant: [OH-].[Na+:2].[CH:3]1[C:8]([Cl:9])=[C:7]([S:10]([NH2:13])(=[O:12])=[O:11])[CH:6]=[C:5]2[S:14]([NH:17][CH:18]=[N:19][C:4]=12)(=[O:16])=[O:15]. Product: [CH:3]1[C:8]([Cl:9])=[C:7]([S:10]([NH2:13])(=[O:11])=[O:12])[CH:6]=[C:5]2[S:14]([N-:17][CH:18]=[N:19][C:4]=12)(=[O:16])=[O:15].[Na+:2]. The catalyst class is: 138. (4) Reactant: [CH3:1][O:2][C:3]1[CH:11]=[CH:10][CH:9]=[C:8]2[C:4]=1[CH2:5][CH2:6][C:7]2([O:14][Si](C)(C)C)[C:12]#[N:13].C[Si](C)(C)[O:21][C:22]1(C#N)C2C(=CC=CC=2)C[CH2:23]1.[ClH:35]. Product: [ClH:35].[OH:14][C:7]1([C:12](=[NH:13])[O:21][CH2:22][CH3:23])[C:8]2[C:4](=[C:3]([O:2][CH3:1])[CH:11]=[CH:10][CH:9]=2)[CH2:5][CH2:6]1. The catalyst class is: 8. (5) Reactant: C([O:9][CH2:10][CH2:11][N:12]1[C:20]2[C:19](Cl)=[N:18][CH:17]=[N:16][C:15]=2[CH:14]=[CH:13]1)(=O)C1C=CC=CC=1.[Cl:22][C:23]1[CH:24]=[C:25]([CH:27]=[CH:28][C:29]=1[O:30][C:31]1[CH:36]=[CH:35][CH:34]=[C:33]([C:37]([F:46])([F:45])[CH2:38][C:39]2[CH:44]=[CH:43][CH:42]=[CH:41][CH:40]=2)[CH:32]=1)[NH2:26].C(O)(C)C.[OH-].[Na+]. Product: [Cl:22][C:23]1[CH:24]=[C:25]([NH:26][C:19]2[C:20]3[N:12]([CH2:11][CH2:10][OH:9])[CH:13]=[CH:14][C:15]=3[N:16]=[CH:17][N:18]=2)[CH:27]=[CH:28][C:29]=1[O:30][C:31]1[CH:36]=[CH:35][CH:34]=[C:33]([C:37]([F:46])([F:45])[CH2:38][C:39]2[CH:44]=[CH:43][CH:42]=[CH:41][CH:40]=2)[CH:32]=1. The catalyst class is: 83.